From a dataset of Forward reaction prediction with 1.9M reactions from USPTO patents (1976-2016). Predict the product of the given reaction. (1) The product is: [F:8][C:4]1[CH:5]=[CH:6][CH:7]=[C:2]([S:10]([CH3:9])(=[O:12])=[O:11])[CH:3]=1. Given the reactants Br[C:2]1[CH:7]=[CH:6][CH:5]=[C:4]([F:8])[CH:3]=1.[CH3:9][S:10]([O-:12])=[O:11].[Na+].N1CCC[C@H]1C(O)=O.[OH-].[Na+], predict the reaction product. (2) Given the reactants Cl[SiH:2]1[N:6]([C:7]([CH3:10])([CH3:9])[CH3:8])[CH:5]=[CH:4][N:3]1[C:11]([CH3:14])([CH3:13])[CH3:12].[F:15][C:16]([F:20])([F:19])[CH2:17][NH2:18], predict the reaction product. The product is: [C:11]([N:3]1[CH:4]=[CH:5][N:6]([C:7]([CH3:10])([CH3:9])[CH3:8])[SiH:2]1[NH:18][CH2:17][C:16]([F:20])([F:19])[F:15])([CH3:14])([CH3:13])[CH3:12]. (3) Given the reactants [BH4-].[Na+].[CH2:3]([O:10][C:11]1[CH:16]=[CH:15][C:14]([C:17]2[C:26]3[C:21](=[CH:22][CH:23]=[CH:24][CH:25]=3)[CH2:20][CH2:19][N:18]=2)=[CH:13][CH:12]=1)[C:4]1[CH:9]=[CH:8][CH:7]=[CH:6][CH:5]=1, predict the reaction product. The product is: [CH2:3]([O:10][C:11]1[CH:16]=[CH:15][C:14]([CH:17]2[C:26]3[C:21](=[CH:22][CH:23]=[CH:24][CH:25]=3)[CH2:20][CH2:19][NH:18]2)=[CH:13][CH:12]=1)[C:4]1[CH:5]=[CH:6][CH:7]=[CH:8][CH:9]=1. (4) Given the reactants [ClH:1].Cl.[CH2:3]([O:10][C:11]1[CH:16]=[CH:15][C:14]([C:17]2[CH:22]=[C:21]([O:23][CH:24]3[CH2:29][CH2:28][NH:27][CH2:26][CH2:25]3)[N:20]=[N:19][C:18]=2[CH2:30][CH2:31][CH2:32][CH3:33])=[CH:13][C:12]=1[O:34][CH3:35])[C:4]1[CH:9]=[CH:8][CH:7]=[CH:6][CH:5]=1.C=O.O.[C:39](O[BH-](OC(=O)C)OC(=O)C)(=O)C.[Na+].Cl, predict the reaction product. The product is: [ClH:1].[ClH:1].[CH2:3]([O:10][C:11]1[CH:16]=[CH:15][C:14]([C:17]2[CH:22]=[C:21]([O:23][CH:24]3[CH2:29][CH2:28][N:27]([CH3:39])[CH2:26][CH2:25]3)[N:20]=[N:19][C:18]=2[CH2:30][CH2:31][CH2:32][CH3:33])=[CH:13][C:12]=1[O:34][CH3:35])[C:4]1[CH:5]=[CH:6][CH:7]=[CH:8][CH:9]=1.